Predict the reactants needed to synthesize the given product. From a dataset of Full USPTO retrosynthesis dataset with 1.9M reactions from patents (1976-2016). (1) Given the product [CH2:1]([O:8][C:9]1[CH:10]=[CH:11][C:12]([O:25][CH:26]([CH3:28])[CH3:27])=[C:13]([C:15]2[NH:24][C:18]3=[N:19][C:20]([C:29]#[N:31])=[CH:21][CH:22]=[C:17]3[N:16]=2)[CH:14]=1)[C:2]1[CH:7]=[CH:6][CH:5]=[CH:4][CH:3]=1, predict the reactants needed to synthesize it. The reactants are: [CH2:1]([O:8][C:9]1[CH:10]=[CH:11][C:12]([O:25][CH:26]([CH3:28])[CH3:27])=[C:13]([C:15]2[NH:24][C:18]3=[N+:19]([O-])[CH:20]=[CH:21][CH:22]=[C:17]3[N:16]=2)[CH:14]=1)[C:2]1[CH:7]=[CH:6][CH:5]=[CH:4][CH:3]=1.[CH2:29]([N:31](CC)CC)C.C[Si](C#N)(C)C. (2) Given the product [F:39][C:32]1[CH:33]=[CH:34][C:35]([O:37][CH3:38])=[CH:36][C:31]=1[C:15]1[CH:14]=[CH:19][C:18]([O:20][Si:21]([CH:22]([CH3:24])[CH3:23])([CH:28]([CH3:30])[CH3:29])[CH:25]([CH3:27])[CH3:26])=[CH:17][C:16]=1[CH2:2][C:3]([CH3:6])([CH3:5])[CH3:4], predict the reactants needed to synthesize it. The reactants are: Br[CH2:2][C:3]([CH3:6])([CH3:5])[CH3:4].[Mg].FC(F)(F)S(O[C:14]1[CH:19]=[C:18]([O:20][Si:21]([CH:28]([CH3:30])[CH3:29])([CH:25]([CH3:27])[CH3:26])[CH:22]([CH3:24])[CH3:23])[CH:17]=[CH:16][C:15]=1[C:31]1[CH:36]=[C:35]([O:37][CH3:38])[CH:34]=[CH:33][C:32]=1[F:39])(=O)=O.[Cl-].[NH4+]. (3) Given the product [O:33]=[C:26]1[C:27]2([CH2:32][CH2:31][O:30][CH2:29][CH2:28]2)[C:24]([NH:1][C@@H:2]([CH2:7][C:8]2[CH:9]=[C:10]([O:22][CH3:23])[C:11]([C:16]3[CH:21]=[CH:20][CH:19]=[CH:18][CH:17]=3)=[C:12]([O:14][CH3:15])[CH:13]=2)[C:3]([O:5][CH3:6])=[O:4])=[CH:25]1, predict the reactants needed to synthesize it. The reactants are: [NH2:1][C@@H:2]([CH2:7][C:8]1[CH:13]=[C:12]([O:14][CH3:15])[C:11]([C:16]2[CH:21]=[CH:20][CH:19]=[CH:18][CH:17]=2)=[C:10]([O:22][CH3:23])[CH:9]=1)[C:3]([O:5][CH3:6])=[O:4].[C:24]1(=O)[C:27]2([CH2:32][CH2:31][O:30][CH2:29][CH2:28]2)[C:26](=[O:33])[CH2:25]1. (4) Given the product [CH2:1]([NH:8][C:9](=[O:40])[CH2:10][CH2:11][C:12]#[C:13][C:14]1[CH:19]=[C:18]([C:20]([C:29]2[CH:34]=[CH:33][C:32]([O:35][CH3:36])=[CH:31][CH:30]=2)([C:21]2[CH:26]=[CH:25][C:24]([O:27][CH3:28])=[CH:23][CH:22]=2)[S:41][CH2:42][CH2:43][C:44]([OH:46])=[O:45])[CH:17]=[CH:16][C:15]=1[O:38][CH3:39])[C:2]1[CH:7]=[CH:6][CH:5]=[CH:4][CH:3]=1, predict the reactants needed to synthesize it. The reactants are: [CH2:1]([NH:8][C:9](=[O:40])[CH2:10][CH2:11][C:12]#[C:13][C:14]1[CH:19]=[C:18]([C:20](O)([C:29]2[CH:34]=[CH:33][C:32]([O:35][CH3:36])=[CH:31][CH:30]=2)[C:21]2[CH:26]=[CH:25][C:24]([O:27][CH3:28])=[CH:23][CH:22]=2)[CH:17]=[CH:16][C:15]=1[O:38][CH3:39])[C:2]1[CH:7]=[CH:6][CH:5]=[CH:4][CH:3]=1.[SH:41][CH2:42][CH2:43][C:44]([OH:46])=[O:45].C(O)(C(F)(F)F)=O. (5) Given the product [CH:16]1([C:14]([NH:13][C:9]2[CH:8]=[C:7]([O:6][C:5]3[CH:19]=[CH:20][C:2]([NH:1][C:28]([NH:30][C:31]4[CH:32]=[C:33]([CH:47]=[C:48]([C:50]([F:53])([F:52])[F:51])[CH:49]=4)[O:34][CH2:35][CH:36]4[CH2:37][N:38]([C:40]([O:42][C:43]([CH3:46])([CH3:45])[CH3:44])=[O:41])[CH2:39]4)=[O:21])=[CH:3][CH:4]=3)[CH:12]=[CH:11][N:10]=2)=[O:15])[CH2:17][CH2:18]1, predict the reactants needed to synthesize it. The reactants are: [NH2:1][C:2]1[CH:20]=[CH:19][C:5]([O:6][C:7]2[CH:12]=[CH:11][N:10]=[C:9]([NH:13][C:14]([CH:16]3[CH2:18][CH2:17]3)=[O:15])[CH:8]=2)=[CH:4][CH:3]=1.[O:21]([C:28]([NH:30][C:31]1[CH:32]=[C:33]([CH:47]=[C:48]([C:50]([F:53])([F:52])[F:51])[CH:49]=1)[O:34][CH2:35][CH:36]1[CH2:39][N:38]([C:40]([O:42][C:43]([CH3:46])([CH3:45])[CH3:44])=[O:41])[CH2:37]1)=O)C1C=CC=CC=1.CCN(C(C)C)C(C)C. (6) Given the product [F:9][C@H:10]1[CH2:14][CH2:13][N:12]([CH2:4][CH2:5][CH2:6][CH2:7][OH:8])[CH2:11]1, predict the reactants needed to synthesize it. The reactants are: N#N.Br[CH2:4][CH2:5][CH2:6][CH2:7][OH:8].[F:9][C@H:10]1[CH2:14][CH2:13][NH:12][CH2:11]1.C([O-])([O-])=O.[K+].[K+]. (7) Given the product [Si:24]([O:1][CH2:2][C:3]1[CH:11]=[CH:10][C:6]([C:7]([OH:9])=[O:8])=[CH:5][C:4]=1[N+:12]([O-:14])=[O:13])([C:20]([CH3:23])([CH3:22])[CH3:21])([CH3:26])[CH3:25], predict the reactants needed to synthesize it. The reactants are: [OH:1][CH2:2][C:3]1[CH:11]=[CH:10][C:6]([C:7]([OH:9])=[O:8])=[CH:5][C:4]=1[N+:12]([O-:14])=[O:13].N1C=CN=C1.[C:20]([Si:24](Cl)([CH3:26])[CH3:25])([CH3:23])([CH3:22])[CH3:21].[Cl-].[NH4+].Cl. (8) Given the product [CH2:1]([N:3]1[CH2:8][CH2:7][CH:6]([C:9]2[CH:10]=[CH:11][C:12]([NH2:15])=[CH:13][CH:14]=2)[CH2:5][CH2:4]1)[CH3:2], predict the reactants needed to synthesize it. The reactants are: [CH2:1]([N:3]1[CH2:8][CH2:7][CH:6]([C:9]2[CH:14]=[CH:13][C:12]([N+:15]([O-])=O)=[CH:11][CH:10]=2)[CH2:5][CH2:4]1)[CH3:2].